From a dataset of NCI-60 drug combinations with 297,098 pairs across 59 cell lines. Regression. Given two drug SMILES strings and cell line genomic features, predict the synergy score measuring deviation from expected non-interaction effect. (1) Drug 1: C1CCC(C(C1)N)N.C(=O)(C(=O)[O-])[O-].[Pt+4]. Drug 2: CC1C(C(CC(O1)OC2CC(CC3=C2C(=C4C(=C3O)C(=O)C5=C(C4=O)C(=CC=C5)OC)O)(C(=O)CO)O)N)O.Cl. Cell line: NCI/ADR-RES. Synergy scores: CSS=15.5, Synergy_ZIP=-8.93, Synergy_Bliss=-6.13, Synergy_Loewe=-3.78, Synergy_HSA=-2.65. (2) Synergy scores: CSS=-6.63, Synergy_ZIP=3.38, Synergy_Bliss=1.83, Synergy_Loewe=-6.99, Synergy_HSA=-5.53. Drug 2: CS(=O)(=O)CCNCC1=CC=C(O1)C2=CC3=C(C=C2)N=CN=C3NC4=CC(=C(C=C4)OCC5=CC(=CC=C5)F)Cl. Cell line: SK-MEL-28. Drug 1: CS(=O)(=O)C1=CC(=C(C=C1)C(=O)NC2=CC(=C(C=C2)Cl)C3=CC=CC=N3)Cl. (3) Drug 1: CC1=CC2C(CCC3(C2CCC3(C(=O)C)OC(=O)C)C)C4(C1=CC(=O)CC4)C. Drug 2: CN(C)C1=NC(=NC(=N1)N(C)C)N(C)C. Cell line: PC-3. Synergy scores: CSS=-8.56, Synergy_ZIP=1.53, Synergy_Bliss=-3.13, Synergy_Loewe=-6.84, Synergy_HSA=-6.41. (4) Drug 1: COC1=C(C=C2C(=C1)N=CN=C2NC3=CC(=C(C=C3)F)Cl)OCCCN4CCOCC4. Drug 2: CC1=C(N=C(N=C1N)C(CC(=O)N)NCC(C(=O)N)N)C(=O)NC(C(C2=CN=CN2)OC3C(C(C(C(O3)CO)O)O)OC4C(C(C(C(O4)CO)O)OC(=O)N)O)C(=O)NC(C)C(C(C)C(=O)NC(C(C)O)C(=O)NCCC5=NC(=CS5)C6=NC(=CS6)C(=O)NCCC[S+](C)C)O. Cell line: MDA-MB-231. Synergy scores: CSS=19.2, Synergy_ZIP=-2.63, Synergy_Bliss=0.475, Synergy_Loewe=-0.428, Synergy_HSA=3.24. (5) Drug 1: CC12CCC(CC1=CCC3C2CCC4(C3CC=C4C5=CN=CC=C5)C)O. Drug 2: C1=NC2=C(N=C(N=C2N1C3C(C(C(O3)CO)O)O)F)N. Cell line: CCRF-CEM. Synergy scores: CSS=35.9, Synergy_ZIP=-5.54, Synergy_Bliss=-8.85, Synergy_Loewe=-24.9, Synergy_HSA=-7.97. (6) Drug 1: CC1=C(C(CCC1)(C)C)C=CC(=CC=CC(=CC(=O)O)C)C. Drug 2: CC(C)CN1C=NC2=C1C3=CC=CC=C3N=C2N. Cell line: HCC-2998. Synergy scores: CSS=-4.60, Synergy_ZIP=9.08, Synergy_Bliss=9.13, Synergy_Loewe=-9.33, Synergy_HSA=-6.06. (7) Drug 1: CC1=C(C(CCC1)(C)C)C=CC(=CC=CC(=CC(=O)O)C)C. Drug 2: CC1=C(N=C(N=C1N)C(CC(=O)N)NCC(C(=O)N)N)C(=O)NC(C(C2=CN=CN2)OC3C(C(C(C(O3)CO)O)O)OC4C(C(C(C(O4)CO)O)OC(=O)N)O)C(=O)NC(C)C(C(C)C(=O)NC(C(C)O)C(=O)NCCC5=NC(=CS5)C6=NC(=CS6)C(=O)NCCC[S+](C)C)O. Cell line: M14. Synergy scores: CSS=15.6, Synergy_ZIP=-5.01, Synergy_Bliss=-2.98, Synergy_Loewe=-7.25, Synergy_HSA=-2.11. (8) Cell line: MDA-MB-435. Drug 1: C1CN1P(=S)(N2CC2)N3CC3. Synergy scores: CSS=52.1, Synergy_ZIP=0.192, Synergy_Bliss=1.03, Synergy_Loewe=-7.86, Synergy_HSA=0.481. Drug 2: C1=NC2=C(N1)C(=S)N=CN2.